Task: Predict the reactants needed to synthesize the given product.. Dataset: Full USPTO retrosynthesis dataset with 1.9M reactions from patents (1976-2016) (1) Given the product [CH:70]1([CH2:73][O:74][C:75]2[C:76]([C:85]3[C:94]4[C:89](=[CH:90][C:91]([F:95])=[CH:92][CH:93]=4)[C:88](=[O:96])[N:87]([CH3:97])[CH:86]=3)=[N:77][C:78]([NH:103][S:100]([CH2:98][CH3:99])(=[O:102])=[O:101])=[N:79][CH:80]=2)[CH2:71][CH2:72]1, predict the reactants needed to synthesize it. The reactants are: BrC1C2C(=CC(F)=CC=2)C(=O)NC=1.CC1(C)C(C)(C)OB(B2OC(C)(C)C(C)(C)O2)O1.FC1C=C2C(C(B3OC(C)(C)C(C)(C)O3)=CN(C)C2=O)=CC=1.ClC1C(OCC2CC2)=CN=C(S(C)(=O)=O)N=1.[CH:70]1([CH2:73][O:74][C:75]2[C:76]([C:85]3[C:94]4[C:89](=[CH:90][C:91]([F:95])=[CH:92][CH:93]=4)[C:88](=[O:96])[N:87]([CH3:97])[CH:86]=3)=[N:77][C:78](S(C)(=O)=O)=[N:79][CH:80]=2)[CH2:72][CH2:71]1.[CH2:98]([S:100]([NH2:103])(=[O:102])=[O:101])[CH3:99]. (2) Given the product [C:11]([C:5]1([N:13]2[CH2:18][CH2:17][CH2:16][CH2:15][CH2:14]2)[CH2:6][CH2:7][CH2:8][CH2:9][CH2:10]1)#[CH:12], predict the reactants needed to synthesize it. The reactants are: C(O[C:5]1([C:11]#[CH:12])[CH2:10][CH2:9][CH2:8][CH2:7][CH2:6]1)(=O)C.[NH:13]1[CH2:18][CH2:17][CH2:16][CH2:15][CH2:14]1.C(OCC)C.CCCCCC. (3) Given the product [I:19][C:7]1[C:6]([C:8]2[CH:13]=[CH:12][C:11]([S:14]([CH3:17])(=[O:16])=[O:15])=[CH:10][CH:9]=2)=[CH:5][C:43]([C:41]([O:40][CH3:39])=[O:42])=[CH:3][CH:2]=1, predict the reactants needed to synthesize it. The reactants are: Br[C:2]1[CH:3]=[N+]([O-])[CH:5]=[C:6]([C:8]2[CH:13]=[CH:12][C:11]([S:14]([CH3:17])(=[O:16])=[O:15])=[CH:10][CH:9]=2)[CH:7]=1.[I:19]I.N([O-])=O.[Na+].C([O-])([O-])=O.[Na+].[Na+].[O-]S([O-])(=S)=O.[Na+].[Na+].C[CH2:39][O:40][C:41]([CH3:43])=[O:42]. (4) The reactants are: [CH3:1][C:2]([CH3:57])([CH2:10][C:11]([O:13][C@H:14]1[CH2:31][CH2:30][C@@:29]2([CH3:32])[C@@H:16]([CH2:17][CH2:18][C@:19]3([CH3:54])[C@@H:28]2[CH2:27][CH2:26][C@H:25]2[C@@:20]3([CH3:53])[CH2:21][CH2:22][C@@:23]3(/[CH:40]=[CH:41]/[C:42](=[O:52])[NH:43][C@H:44]([C:46]4[CH:51]=[CH:50][CH:49]=[CH:48][N:47]=4)[CH3:45])[CH2:35][C:34](=[O:36])[C:33]([CH:37]([CH3:39])[CH3:38])=[C:24]32)[C:15]1([CH3:56])[CH3:55])=[O:12])[C:3]([O:5]C(C)(C)C)=[O:4].[C:58]([OH:64])([C:60]([F:63])([F:62])[F:61])=[O:59]. Given the product [CH:37]([C:33]1[C:34](=[O:36])[CH2:35][C@:23]2(/[CH:40]=[CH:41]/[C:42](=[O:52])[NH:43][C@H:44]([C:46]3[CH:51]=[CH:50][CH:49]=[CH:48][N:47]=3)[CH3:45])[CH2:22][CH2:21][C@:20]3([CH3:53])[C@H:25]([CH2:26][CH2:27][C@H:28]4[C@@:19]3([CH3:54])[CH2:18][CH2:17][C@@H:16]3[C@:29]4([CH3:32])[CH2:30][CH2:31][C@H:14]([O:13][C:11](=[O:12])[CH2:10][C:2]([CH3:1])([CH3:57])[C:3]([OH:5])=[O:4])[C:15]3([CH3:55])[CH3:56])[C:24]=12)([CH3:38])[CH3:39].[F:61][C:60]([F:63])([F:62])[C:58]([OH:64])=[O:59], predict the reactants needed to synthesize it. (5) Given the product [CH3:14][N:15]([C:2]1[S:3][C:4]2[CH:10]=[C:9]([N+:11]([O-:13])=[O:12])[CH:8]=[CH:7][C:5]=2[N:6]=1)[CH2:16][CH2:17][NH:18][CH3:19], predict the reactants needed to synthesize it. The reactants are: Cl[C:2]1[S:3][C:4]2[CH:10]=[C:9]([N+:11]([O-:13])=[O:12])[CH:8]=[CH:7][C:5]=2[N:6]=1.[CH3:14][NH:15][CH2:16][CH2:17][NH:18][CH3:19]. (6) Given the product [F:46][C:47]1[CH:52]=[C:51]([C:53]2[CH:54]=[C:55]3[C:61]([C:62]4[CH:63]=[N:64][N:65]([CH2:67][C:68]5[CH:73]=[CH:72][CH:71]=[C:70]([F:74])[CH:69]=5)[CH:66]=4)=[CH:60][NH:59][C:56]3=[N:57][CH:58]=2)[CH:50]=[CH:49][C:48]=1[N:85]1[CH2:90][CH2:89][N:88]([CH2:91][C@@H:92]([OH:94])[CH3:93])[CH2:87][CH2:86]1, predict the reactants needed to synthesize it. The reactants are: Cl.FC1C=C(C=CC=1)CN1C=C(C2C3C(=NC=C(C4C=CC(C5CCNCC5)=CC=4)C=3)N(S(C3C=CC(C)=CC=3)(=O)=O)C=2)C=N1.[F:46][C:47]1[CH:52]=[C:51]([C:53]2[CH:54]=[C:55]3[C:61]([C:62]4[CH:63]=[N:64][N:65]([CH2:67][C:68]5[CH:73]=[CH:72][CH:71]=[C:70]([F:74])[CH:69]=5)[CH:66]=4)=[CH:60][N:59](S(C4C=CC(C)=CC=4)(=O)=O)[C:56]3=[N:57][CH:58]=2)[CH:50]=[CH:49][C:48]=1[N:85]1[CH2:90][CH2:89][N:88]([CH2:91][C@@H:92]([OH:94])[CH3:93])[CH2:87][CH2:86]1.[OH-].[Li+]. (7) Given the product [F:1][C:2]1[CH:10]=[C:9]2[C:5]([C:6]([C:29]3[CH:30]=[N:31][N:32]([C:34]([O:36][C:37]([CH3:40])([CH3:39])[CH3:38])=[O:35])[CH:33]=3)=[CH:7][N:8]2[S:11]([C:14]2[CH:19]=[CH:18][CH:17]=[CH:16][CH:15]=2)(=[O:13])=[O:12])=[CH:4][CH:3]=1, predict the reactants needed to synthesize it. The reactants are: [F:1][C:2]1[CH:10]=[C:9]2[C:5]([C:6](I)=[CH:7][N:8]2[S:11]([C:14]2[CH:19]=[CH:18][CH:17]=[CH:16][CH:15]=2)(=[O:13])=[O:12])=[CH:4][CH:3]=1.CC1(C)C(C)(C)OB([C:29]2[CH:30]=[N:31][N:32]([C:34]([O:36][C:37]([CH3:40])([CH3:39])[CH3:38])=[O:35])[CH:33]=2)O1.[O-]P([O-])([O-])=O.[K+].[K+].[K+].